From a dataset of Forward reaction prediction with 1.9M reactions from USPTO patents (1976-2016). Predict the product of the given reaction. The product is: [Cl:1][C:2]1[C:3]([C:23]2[N:27]3[CH:28]=[CH:29][CH:30]=[CH:31][C:26]3=[N:25][CH:24]=2)=[N:4][C:5]([NH:8][C:9]2[CH:14]=[CH:13][C:12]([N:15]3[CH2:16][CH2:17][N:18]([C:71]([C@@H:69]4[CH2:68][O:67][C:66]([CH3:74])([CH3:65])[O:70]4)=[O:72])[CH2:19][CH2:20]3)=[CH:11][C:10]=2[O:21][CH3:22])=[N:6][CH:7]=1. Given the reactants [Cl:1][C:2]1[C:3]([C:23]2[N:27]3[CH:28]=[CH:29][CH:30]=[CH:31][C:26]3=[N:25][CH:24]=2)=[N:4][C:5]([NH:8][C:9]2[CH:14]=[CH:13][C:12]([N:15]3[CH2:20][CH2:19][NH:18][CH2:17][CH2:16]3)=[CH:11][C:10]=2[O:21][CH3:22])=[N:6][CH:7]=1.C(N(CC)C(C)C)(C)C.CN(C(ON1N=NC2C=CC=NC1=2)=[N+](C)C)C.F[P-](F)(F)(F)(F)F.[CH3:65][C:66]1([CH3:74])[O:70][C@H:69]([C:71](O)=[O:72])[CH2:68][O:67]1, predict the reaction product.